From a dataset of Catalyst prediction with 721,799 reactions and 888 catalyst types from USPTO. Predict which catalyst facilitates the given reaction. (1) Reactant: O(Cl)[Cl:2].[P+3].[NH2:5][C:6]1[CH:7]=[N:8][C:9]2[C:14]([C:15]=1O)=[N:13][CH:12]=[CH:11][CH:10]=2.O.C(=O)([O-])[O-].[Na+].[Na+]. Product: [Cl:2][C:15]1[C:14]2[C:9](=[CH:10][CH:11]=[CH:12][N:13]=2)[N:8]=[CH:7][C:6]=1[NH2:5]. The catalyst class is: 9. (2) Reactant: [NH2:1][C:2]1[C:3]([C:19]#[N:20])=[C:4]([CH:16]=[CH:17][CH:18]=1)[O:5][CH2:6][C:7]([CH3:15])([CH3:14])[C:8]([NH:10][CH2:11][CH2:12][CH3:13])=[O:9].[C:21]([O:27][CH2:28][CH3:29])(=[O:26])[CH2:22][C:23]([CH3:25])=O.Cl[Sn](Cl)(Cl)Cl. Product: [NH2:20][C:19]1[C:3]2[C:2](=[CH:18][CH:17]=[CH:16][C:4]=2[O:5][CH2:6][C:7]([CH3:15])([CH3:14])[C:8](=[O:9])[NH:10][CH2:11][CH2:12][CH3:13])[N:1]=[C:23]([CH3:25])[C:22]=1[C:21]([O:27][CH2:28][CH3:29])=[O:26]. The catalyst class is: 11. (3) Reactant: Br[C:2]1[C:12]2[C:13]3[C:5]([CH2:6][CH:7]([O:14][Si:15]([O:18][C:19]([CH3:22])([CH3:21])[CH3:20])([CH3:17])[CH3:16])[C:8]=3[CH:9]=[CH:10][CH:11]=2)=[CH:4][CH:3]=1.CN(C)[CH:25]=[O:26].Cl. Product: [CH:25]([C:2]1[C:12]2[C:13]3[C:5]([CH2:6][CH:7]([O:14][Si:15]([O:18][C:19]([CH3:22])([CH3:21])[CH3:20])([CH3:17])[CH3:16])[C:8]=3[CH:9]=[CH:10][CH:11]=2)=[CH:4][CH:3]=1)=[O:26]. The catalyst class is: 7.